This data is from Reaction yield outcomes from USPTO patents with 853,638 reactions. The task is: Predict the reaction yield, written as a fraction of the theoretical maximum amount of product (1.0 means a 100% yield; for example, 0.34 means a 34% yield). The reactants are [OH:1][CH:2]([CH3:6])[C:3]([OH:5])=[O:4].S(=O)(=O)(O)O.[C:12](O)(=[O:14])[CH3:13]. The catalyst is C1(C)C=CC=CC=1. The product is [C:12]([O:1][CH:2]([CH3:6])[C:3]([OH:5])=[O:4])(=[O:14])[CH3:13]. The yield is 0.920.